This data is from Full USPTO retrosynthesis dataset with 1.9M reactions from patents (1976-2016). The task is: Predict the reactants needed to synthesize the given product. (1) Given the product [Br:22][C:23]1[CH:24]=[C:25]([C:2]2[CH:3]=[C:4]([OH:21])[C:5]([C:12]([NH:14][CH2:15][C:16]([OH:18])=[O:17])=[O:13])=[C:6]3[C:11]=2[N:10]=[CH:9][CH:8]=[N:7]3)[CH:26]=[C:27]([F:29])[CH:28]=1, predict the reactants needed to synthesize it. The reactants are: Br[C:2]1[CH:3]=[C:4]([OH:21])[C:5]([C:12]([NH:14][CH2:15][C:16]([O:18]CC)=[O:17])=[O:13])=[C:6]2[C:11]=1[N:10]=[CH:9][CH:8]=[N:7]2.[Br:22][C:23]1[CH:24]=[C:25](B(O)O)[CH:26]=[C:27]([F:29])[CH:28]=1.C(=O)([O-])[O-].[K+].[K+].[OH-].[Na+]. (2) Given the product [Cl:29][C:23]1[CH:22]=[C:21]([C:18]2[CH:19]=[CH:20][N:16]([CH2:15][C@@H:14]([NH:13][C:10]([C:3]3[CH:2]=[N:1][N:5]4[CH2:6][CH2:7][CH2:8][CH2:9][C:4]=34)=[O:12])[CH3:30])[N:17]=2)[CH:28]=[CH:27][C:24]=1[C:25]#[N:26], predict the reactants needed to synthesize it. The reactants are: [N:1]1[N:5]2[CH2:6][CH2:7][CH2:8][CH2:9][C:4]2=[C:3]([C:10]([OH:12])=O)[CH:2]=1.[NH2:13][C@@H:14]([CH3:30])[CH2:15][N:16]1[CH:20]=[CH:19][C:18]([C:21]2[CH:28]=[CH:27][C:24]([C:25]#[N:26])=[C:23]([Cl:29])[CH:22]=2)=[N:17]1. (3) Given the product [NH2:21][C:17]1[CH:16]=[C:15]([S:12]([N:11]([O:24][CH:25]2[CH2:26][CH2:27][CH2:28][CH2:29][CH2:30]2)[CH2:10][C@@H:9]([OH:31])[C@@H:8]([NH:32][C:33](=[O:43])[O:34][C@@H:35]2[C@H:42]3[C@H:38]([O:39][CH2:40][CH2:41]3)[O:37][CH2:36]2)[CH2:1][C:2]2[CH:3]=[CH:4][CH:5]=[CH:6][CH:7]=2)(=[O:14])=[O:13])[CH:20]=[CH:19][CH:18]=1, predict the reactants needed to synthesize it. The reactants are: [CH2:1]([C@H:8]([NH:32][C:33](=[O:43])[O:34][C@@H:35]1[C@H:42]2[C@H:38]([O:39][CH2:40][CH2:41]2)[O:37][CH2:36]1)[C@H:9]([OH:31])[CH2:10][N:11]([O:24][CH:25]1[CH2:30][CH2:29][CH2:28][CH2:27][CH2:26]1)[S:12]([C:15]1[CH:20]=[CH:19][CH:18]=[C:17]([N+:21]([O-])=O)[CH:16]=1)(=[O:14])=[O:13])[C:2]1[CH:7]=[CH:6][CH:5]=[CH:4][CH:3]=1.